The task is: Predict the product of the given reaction.. This data is from Forward reaction prediction with 1.9M reactions from USPTO patents (1976-2016). (1) The product is: [CH2:6]([O:5][P:4]([CH2:9][CH2:10][CH2:11][NH2:12])(=[O:8])[O:3][CH2:1][CH3:2])[CH3:7]. Given the reactants [CH2:1]([O:3][P:4]([CH2:9][CH2:10][CH2:11][N:12]=[N+]=[N-])(=[O:8])[O:5][CH2:6][CH3:7])[CH3:2], predict the reaction product. (2) Given the reactants [N+:1]([C:4]1[N:5]=[CH:6][NH:7][CH:8]=1)([O-:3])=[O:2].I[CH:10]1[CH2:13][O:12][CH2:11]1.C([O-])([O-])=O.[Cs+].[Cs+], predict the reaction product. The product is: [N+:1]([C:4]1[N:5]=[CH:6][N:7]([CH:10]2[CH2:13][O:12][CH2:11]2)[CH:8]=1)([O-:3])=[O:2]. (3) Given the reactants CC[O-].[Na+].[S:5]1[CH:9]=[CH:8][CH:7]=[C:6]1[CH:10]=O.[C:12]([O:21]CC)(=[O:20])[CH2:13][CH2:14][C:15]([O:17][CH2:18][CH3:19])=[O:16], predict the reaction product. The product is: [CH2:18]([O:17][C:15]([C:14](=[CH:10][C:6]1[S:5][CH:9]=[CH:8][CH:7]=1)[CH2:13][C:12]([OH:21])=[O:20])=[O:16])[CH3:19]. (4) Given the reactants [Br:1][C:2]1[CH:7]=[C:6]([C:8]([F:11])([F:10])[F:9])[C:5]([NH2:12])=[C:4]([N+:13]([O-:15])=[O:14])[CH:3]=1.[H-].[Na+].[C:18]([C:22]1[C:23]([C:31]#[N:32])=[C:24]([C:28](O)=[O:29])[N:25]([CH3:27])[N:26]=1)([CH3:21])([CH3:20])[CH3:19].C(Cl)(=O)C(Cl)=O, predict the reaction product. The product is: [Br:1][C:2]1[CH:7]=[C:6]([C:8]([F:9])([F:11])[F:10])[C:5]([NH:12][C:28]([C:24]2[N:25]([CH3:27])[N:26]=[C:22]([C:18]([CH3:20])([CH3:19])[CH3:21])[C:23]=2[C:31]#[N:32])=[O:29])=[C:4]([N+:13]([O-:15])=[O:14])[CH:3]=1. (5) Given the reactants O1[C:5]2([CH2:10][CH2:9][CH:8]([C:11]#[N:12])[CH2:7][CH2:6]2)[O:4]CC1.[N+]([O-])([O-])=O.[Ce+4].[NH4+].[N+]([O-])([O-])=O.[N+]([O-])([O-])=O.[N+]([O-])([O-])=O.[N+]([O-])([O-])=O, predict the reaction product. The product is: [O:4]=[C:5]1[CH2:10][CH2:9][CH:8]([C:11]#[N:12])[CH2:7][CH2:6]1. (6) Given the reactants [CH2:1]([O:7][C:8]([C:10]1[CH:11]=[CH:12][C:13]2[C:14](=[O:31])[C:15]3[C:20]([NH:21][C:22]=2[CH:23]=1)=[CH:19][C:18]([N:24]1[CH2:29][CH2:28][O:27][CH2:26][CH2:25]1)=[CH:17][C:16]=3[OH:30])=[O:9])[CH2:2]CCCC.[CH3:32][N:33](C)[CH2:34]CO, predict the reaction product. The product is: [CH3:32][N:33]([CH3:34])[CH2:2][CH2:1][O:7][C:8]([C:10]1[CH:11]=[CH:12][C:13]2[C:14](=[O:31])[C:15]3[C:20]([NH:21][C:22]=2[CH:23]=1)=[CH:19][C:18]([N:24]1[CH2:25][CH2:26][O:27][CH2:28][CH2:29]1)=[CH:17][C:16]=3[OH:30])=[O:9]. (7) Given the reactants [N+:1]([C:4]1[NH:8][N:7]=[C:6]([CH2:9][C:10]([OH:12])=O)[N:5]=1)([O-:3])=[O:2].[CH2:13]([C@@H:20]1[NH:25][CH2:24][CH2:23][N:22]([C:26]2[CH:31]=[CH:30][C:29]([O:32][CH3:33])=[C:28]([O:34][CH:35]3[CH2:38][CH2:37][CH2:36]3)[CH:27]=2)[CH2:21]1)[C:14]1[CH:19]=[CH:18][CH:17]=[CH:16][CH:15]=1, predict the reaction product. The product is: [CH2:13]([C@H:20]1[CH2:21][N:22]([C:26]2[CH:31]=[CH:30][C:29]([O:32][CH3:33])=[C:28]([O:34][CH:35]3[CH2:38][CH2:37][CH2:36]3)[CH:27]=2)[CH2:23][CH2:24][N:25]1[C:10](=[O:12])[CH2:9][C:6]1[N:5]=[C:4]([N+:1]([O-:3])=[O:2])[NH:8][N:7]=1)[C:14]1[CH:15]=[CH:16][CH:17]=[CH:18][CH:19]=1.